Task: Predict the reactants needed to synthesize the given product.. Dataset: Full USPTO retrosynthesis dataset with 1.9M reactions from patents (1976-2016) (1) Given the product [CH2:10]([O:9][CH2:8][CH2:7][O:6][CH2:5][CH2:4][NH2:1])[C:11]#[CH:12], predict the reactants needed to synthesize it. The reactants are: [N:1]([CH2:4][CH2:5][O:6][CH2:7][CH2:8][O:9][CH2:10][C:11]#[CH:12])=[N+]=[N-].C1(P(C2C=CC=CC=2)C2C=CC=CC=2)C=CC=CC=1.O. (2) Given the product [C:7]([C:4]([C:1]([O:11][CH:12]([C:14]([O-:16])=[O:15])[F:13])([F:2])[F:3])([F:6])[F:5])([F:10])([F:9])[F:8].[NH4+:18], predict the reactants needed to synthesize it. The reactants are: [C:1]([O:11][CH:12]([C:14]([O:16]C)=[O:15])[F:13])([C:4]([C:7]([F:10])([F:9])[F:8])([F:6])[F:5])([F:3])[F:2].[NH3:18]. (3) Given the product [NH:50]1[C:51]2[C:47](=[C:46]([C:2]3[N:3]=[C:4]([N:15]4[CH2:20][CH2:19][O:18][CH2:17][CH2:16]4)[C:5]4[S:10][C:9]([C:11]([NH:14][C:29](=[O:36])[C:30]5[CH:35]=[CH:34][CH:33]=[N:32][CH:31]=5)([CH3:13])[CH3:12])=[CH:8][C:6]=4[N:7]=3)[CH:54]=[CH:53][CH:52]=2)[CH:48]=[N:49]1, predict the reactants needed to synthesize it. The reactants are: Cl[C:2]1[N:3]=[C:4]([N:15]2[CH2:20][CH2:19][O:18][CH2:17][CH2:16]2)[C:5]2[S:10][C:9]([C:11]([NH2:14])([CH3:13])[CH3:12])=[CH:8][C:6]=2[N:7]=1.CCN(CC)CC.Cl.[C:29](Cl)(=[O:36])[C:30]1[CH:35]=[CH:34][CH:33]=[N:32][CH:31]=1.CC1(C)C(C)(C)OB([C:46]2[CH:54]=[CH:53][CH:52]=[C:51]3[C:47]=2[CH:48]=[N:49][NH:50]3)O1.